This data is from NCI-60 drug combinations with 297,098 pairs across 59 cell lines. The task is: Regression. Given two drug SMILES strings and cell line genomic features, predict the synergy score measuring deviation from expected non-interaction effect. (1) Drug 1: C1=C(C(=O)NC(=O)N1)F. Drug 2: C1=CN(C=N1)CC(O)(P(=O)(O)O)P(=O)(O)O. Cell line: HT29. Synergy scores: CSS=36.7, Synergy_ZIP=1.58, Synergy_Bliss=-4.20, Synergy_Loewe=-9.64, Synergy_HSA=-4.75. (2) Drug 1: CC12CCC(CC1=CCC3C2CCC4(C3CC=C4C5=CN=CC=C5)C)O. Drug 2: COC1=NC(=NC2=C1N=CN2C3C(C(C(O3)CO)O)O)N. Cell line: SF-539. Synergy scores: CSS=4.56, Synergy_ZIP=-2.54, Synergy_Bliss=-1.12, Synergy_Loewe=-7.27, Synergy_HSA=-1.77. (3) Drug 1: C1=NC2=C(N=C(N=C2N1C3C(C(C(O3)CO)O)O)F)N. Drug 2: CC(C)NC(=O)C1=CC=C(C=C1)CNNC.Cl. Cell line: SNB-19. Synergy scores: CSS=14.0, Synergy_ZIP=-6.04, Synergy_Bliss=0.233, Synergy_Loewe=-7.87, Synergy_HSA=-2.44. (4) Drug 1: COC1=C2C(=CC3=C1OC=C3)C=CC(=O)O2. Drug 2: C(CN)CNCCSP(=O)(O)O. Cell line: NCI/ADR-RES. Synergy scores: CSS=-6.51, Synergy_ZIP=3.18, Synergy_Bliss=-1.08, Synergy_Loewe=-8.15, Synergy_HSA=-8.94. (5) Drug 1: CN1C2=C(C=C(C=C2)N(CCCl)CCCl)N=C1CCCC(=O)O.Cl. Drug 2: CC1=C(C=C(C=C1)C(=O)NC2=CC(=CC(=C2)C(F)(F)F)N3C=C(N=C3)C)NC4=NC=CC(=N4)C5=CN=CC=C5. Cell line: SNB-19. Synergy scores: CSS=11.4, Synergy_ZIP=0.684, Synergy_Bliss=3.65, Synergy_Loewe=4.26, Synergy_HSA=5.35. (6) Drug 1: CCC1(CC2CC(C3=C(CCN(C2)C1)C4=CC=CC=C4N3)(C5=C(C=C6C(=C5)C78CCN9C7C(C=CC9)(C(C(C8N6C)(C(=O)OC)O)OC(=O)C)CC)OC)C(=O)OC)O.OS(=O)(=O)O. Drug 2: C1=CN(C=N1)CC(O)(P(=O)(O)O)P(=O)(O)O. Cell line: IGROV1. Synergy scores: CSS=1.17, Synergy_ZIP=-0.877, Synergy_Bliss=-0.365, Synergy_Loewe=-0.284, Synergy_HSA=-0.0900. (7) Drug 1: COC1=CC(=CC(=C1O)OC)C2C3C(COC3=O)C(C4=CC5=C(C=C24)OCO5)OC6C(C(C7C(O6)COC(O7)C8=CC=CS8)O)O. Drug 2: CC1=C2C(C(=O)C3(C(CC4C(C3C(C(C2(C)C)(CC1OC(=O)C(C(C5=CC=CC=C5)NC(=O)OC(C)(C)C)O)O)OC(=O)C6=CC=CC=C6)(CO4)OC(=O)C)O)C)O. Cell line: RXF 393. Synergy scores: CSS=26.1, Synergy_ZIP=-10.2, Synergy_Bliss=-8.00, Synergy_Loewe=-5.14, Synergy_HSA=-3.57. (8) Drug 1: CNC(=O)C1=NC=CC(=C1)OC2=CC=C(C=C2)NC(=O)NC3=CC(=C(C=C3)Cl)C(F)(F)F. Drug 2: C1CN(CCN1C(=O)CCBr)C(=O)CCBr. Cell line: A549. Synergy scores: CSS=42.3, Synergy_ZIP=4.86, Synergy_Bliss=9.17, Synergy_Loewe=2.86, Synergy_HSA=7.40. (9) Drug 1: C1=NC(=NC(=O)N1C2C(C(C(O2)CO)O)O)N. Drug 2: CCN(CC)CCCC(C)NC1=C2C=C(C=CC2=NC3=C1C=CC(=C3)Cl)OC. Cell line: HOP-62. Synergy scores: CSS=36.7, Synergy_ZIP=-2.70, Synergy_Bliss=0.0619, Synergy_Loewe=3.09, Synergy_HSA=2.76. (10) Drug 1: CC1=C(C=C(C=C1)NC2=NC=CC(=N2)N(C)C3=CC4=NN(C(=C4C=C3)C)C)S(=O)(=O)N.Cl. Drug 2: CC1CCCC2(C(O2)CC(NC(=O)CC(C(C(=O)C(C1O)C)(C)C)O)C(=CC3=CSC(=N3)C)C)C. Cell line: UACC-257. Synergy scores: CSS=-2.42, Synergy_ZIP=0.0455, Synergy_Bliss=-1.45, Synergy_Loewe=-3.84, Synergy_HSA=-2.63.